This data is from Catalyst prediction with 721,799 reactions and 888 catalyst types from USPTO. The task is: Predict which catalyst facilitates the given reaction. Reactant: Br[CH2:2][CH2:3][C:4]([C:6]1[CH:11]=[CH:10][CH:9]=[CH:8][CH:7]=1)=[O:5].[ClH:12].Cl.[CH2:14]([N:23]1[CH2:28][CH2:27][NH:26][CH2:25][CH2:24]1)[C:15]([C:17]1[CH:22]=[CH:21][CH:20]=[CH:19][CH:18]=1)=[O:16].C([O-])([O-])=O.[K+].[K+]. Product: [ClH:12].[ClH:12].[C:4]([CH:3]([N:26]1[CH2:27][CH2:28][N:23]([CH2:14][C:15]([C:17]2[CH:22]=[CH:21][CH:20]=[CH:19][CH:18]=2)=[O:16])[CH2:24][CH2:25]1)[CH3:2])(=[O:5])[C:6]1[CH:11]=[CH:10][CH:9]=[CH:8][CH:7]=1. The catalyst class is: 3.